Dataset: Reaction yield outcomes from USPTO patents with 853,638 reactions. Task: Predict the reaction yield, written as a fraction of the theoretical maximum amount of product (1.0 means a 100% yield; for example, 0.34 means a 34% yield). (1) The reactants are [F:1][C:2]1[C:7]([C:8]([F:11])([F:10])[F:9])=[CH:6][CH:5]=[CH:4][C:3]=1[NH2:12].C(=O)(O)[O-].[Na+].[C:18](Cl)(Cl)=[S:19]. The catalyst is ClCCl.O. The product is [F:1][C:2]1[C:7]([C:8]([F:10])([F:11])[F:9])=[CH:6][CH:5]=[CH:4][C:3]=1[N:12]=[C:18]=[S:19]. The yield is 0.910. (2) The reactants are [C:1]1([CH2:7][CH2:8][CH2:9][CH2:10]C(O)=O)[CH:6]=[CH:5][CH:4]=[CH:3][CH:2]=1.[I:14]N1C(C)(C)COC1=O. The catalyst is C(Cl)(Cl)(Cl)Cl. The product is [I:14][CH2:10][CH2:9][CH2:8][CH2:7][C:1]1[CH:6]=[CH:5][CH:4]=[CH:3][CH:2]=1. The yield is 0.850. (3) The reactants are [Cl:1][C:2]1[CH:3]=[C:4]2[C:9](=[CH:10][C:11]=1[O:12][C:13]1[CH:18]=[CH:17][C:16]([C:19](=[O:30])[NH:20][CH2:21][C:22]3[CH:27]=[CH:26][C:25]([Cl:28])=[C:24]([Cl:29])[CH:23]=3)=[CH:15][CH:14]=1)[O:8][CH2:7][CH2:6][CH:5]2[C:31]([O:33]CC)=[O:32].[OH-].[Na+].C1COCC1.Cl. The catalyst is C(OCC)(=O)C.C(O)C. The product is [Cl:1][C:2]1[CH:3]=[C:4]2[C:9](=[CH:10][C:11]=1[O:12][C:13]1[CH:18]=[CH:17][C:16]([C:19](=[O:30])[NH:20][CH2:21][C:22]3[CH:27]=[CH:26][C:25]([Cl:28])=[C:24]([Cl:29])[CH:23]=3)=[CH:15][CH:14]=1)[O:8][CH2:7][CH2:6][CH:5]2[C:31]([OH:33])=[O:32]. The yield is 0.756. (4) The reactants are [F:1][C:2]([F:16])([F:15])[CH2:3][CH2:4][CH2:5][O:6][C:7]1[CH:14]=[CH:13][C:10]([CH:11]=[O:12])=[CH:9][CH:8]=1.C[Si](C)(C)[C:19]([F:22])([F:21])[F:20].Cl. The catalyst is COCCOC.CCOC(C)=O.[F-].[Cs+]. The product is [F:20][C:19]([F:22])([F:21])[CH:11]([C:10]1[CH:13]=[CH:14][C:7]([O:6][CH2:5][CH2:4][CH2:3][C:2]([F:15])([F:16])[F:1])=[CH:8][CH:9]=1)[OH:12]. The yield is 1.22. (5) The reactants are [Br:1][C:2]1[CH:7]=[CH:6][C:5]([CH:8]([CH2:14][CH3:15])[C:9]([O:11]CC)=[O:10])=[CH:4][CH:3]=1.[Li+].[OH-].O.Cl. The catalyst is C1COCC1. The product is [Br:1][C:2]1[CH:3]=[CH:4][C:5]([CH:8]([CH2:14][CH3:15])[C:9]([OH:11])=[O:10])=[CH:6][CH:7]=1. The yield is 0.730. (6) The reactants are [C:1]([O:7][CH2:8][N:9]1[C:13]2[N:14]=[CH:15][N:16]=[C:17]([C:18]3[CH:19]=[N:20][N:21]([C@@H:23]([CH:27]4[CH2:31][CH2:30][CH2:29][CH2:28]4)[CH2:24][CH:25]=O)[CH:22]=3)[C:12]=2[CH:11]=[CH:10]1)(=[O:6])[C:2]([CH3:5])([CH3:4])[CH3:3].O1CCCC1.[OH-].[NH4+:38].II. The catalyst is O. The product is [C:1]([O:7][CH2:8][N:9]1[C:13]2[N:14]=[CH:15][N:16]=[C:17]([C:18]3[CH:19]=[N:20][N:21]([C@@H:23]([CH:27]4[CH2:31][CH2:30][CH2:29][CH2:28]4)[CH2:24][C:25]#[N:38])[CH:22]=3)[C:12]=2[CH:11]=[CH:10]1)(=[O:6])[C:2]([CH3:4])([CH3:5])[CH3:3]. The yield is 0.868.